From a dataset of Reaction yield outcomes from USPTO patents with 853,638 reactions. Predict the reaction yield, written as a fraction of the theoretical maximum amount of product (1.0 means a 100% yield; for example, 0.34 means a 34% yield). (1) The reactants are [CH:1]1([OH:6])[CH2:5][CH:4]=[CH:3][CH2:2]1.N1C=CC=CC=1.[CH3:13][S:14](Cl)(=[O:16])=[O:15]. The catalyst is C(Cl)Cl. The product is [CH3:13][S:14]([O:6][CH:1]1[CH2:5][CH:4]=[CH:3][CH2:2]1)(=[O:16])=[O:15]. The yield is 0.680. (2) The reactants are [F:1][C:2]([F:19])([F:18])[C:3]1[CH:8]=[CH:7][C:6]([N:9]2[CH2:14][CH2:13][N:12]([CH2:15][CH2:16][NH2:17])[CH2:11][CH2:10]2)=[CH:5][CH:4]=1.[CH:20](OCC)=[O:21]. No catalyst specified. The product is [F:19][C:2]([F:1])([F:18])[C:3]1[CH:4]=[CH:5][C:6]([N:9]2[CH2:10][CH2:11][N:12]([CH2:15][CH2:16][NH:17][CH:20]=[O:21])[CH2:13][CH2:14]2)=[CH:7][CH:8]=1. The yield is 0.940. (3) The catalyst is ClCCl.C(OCC)(=O)C. The reactants are [CH2:1]([O:8][N:9]1[C:15](=[O:16])[N:14]2[CH2:17][C@H:10]1[CH2:11][CH2:12][C@H:13]2[C:18]([O:20]N1C(=O)[C@H]2[C@H]([C@@H]3C[C@H]2C=C3)C1=O)=O)[C:2]1[CH:7]=[CH:6][CH:5]=[CH:4][CH:3]=1.[NH2:33][O:34][CH2:35][CH2:36][CH2:37][NH:38][C:39](=[O:45])[O:40][C:41]([CH3:44])([CH3:43])[CH3:42]. The yield is 0.880. The product is [C:41]([O:40][C:39](=[O:45])[NH:38][CH2:37][CH2:36][CH2:35][O:34][NH:33][C:18]([C@@H:13]1[CH2:12][CH2:11][C@@H:10]2[CH2:17][N:14]1[C:15](=[O:16])[N:9]2[O:8][CH2:1][C:2]1[CH:3]=[CH:4][CH:5]=[CH:6][CH:7]=1)=[O:20])([CH3:44])([CH3:42])[CH3:43]. (4) The reactants are [Br:1][C:2]1[CH:3]=[C:4]([NH2:9])[C:5]([Cl:8])=[N:6][CH:7]=1.[CH3:10][C:11]([CH3:13])=O.FC(F)(F)C(O)=O.C(O[BH-](OC(=O)C)OC(=O)C)(=O)C.[Na+]. The catalyst is C(OC(C)C)(=O)C. The product is [Br:1][C:2]1[CH:3]=[C:4]([NH:9][CH:11]([CH3:13])[CH3:10])[C:5]([Cl:8])=[N:6][CH:7]=1. The yield is 1.00. (5) The reactants are C(N(CC)CC)C.[OH:8][CH2:9][CH:10]1[CH2:15][CH2:14][CH2:13][NH:12][CH2:11]1.[C:16](=O)([O:22]C(C)(C)C)[O:17][C:18]([CH3:21])([CH3:20])[CH3:19]. The catalyst is O1CCCC1. The product is [OH:8][CH2:9][CH:10]1[CH2:15][CH2:14][CH2:13][N:12]([C:16]([O:17][C:18]([CH3:21])([CH3:20])[CH3:19])=[O:22])[CH2:11]1. The yield is 1.00.